This data is from Forward reaction prediction with 1.9M reactions from USPTO patents (1976-2016). The task is: Predict the product of the given reaction. (1) Given the reactants Cl[C:2]1[CH:7]=[C:6]([NH:8][C:9]2[CH:18]=[CH:17][C:16]([N:19]3[CH2:24][CH2:23][N:22]([CH2:25][CH2:26][OH:27])[CH2:21][CH2:20]3)=[CH:15][C:10]=2[C:11]([NH:13][CH3:14])=[O:12])[C:5]([Cl:28])=[CH:4][N:3]=1.[CH2:29]([N:31]1[C:35]([NH2:36])=[CH:34][CH:33]=[N:32]1)C.[C:37](=O)([O-])[O-].[Cs+].[Cs+], predict the reaction product. The product is: [Cl:28][C:5]1[C:6]([NH:8][C:9]2[CH:18]=[CH:17][C:16]([N:19]3[CH2:24][CH2:23][N:22]([CH2:25][CH2:26][OH:27])[CH2:21][CH2:20]3)=[CH:15][C:10]=2[C:11]([NH:13][CH3:14])=[O:12])=[CH:7][C:2]([NH:36][C:35]2[N:31]([CH3:29])[N:32]=[C:33]([CH3:37])[CH:34]=2)=[N:3][CH:4]=1. (2) Given the reactants [N:1]1[C:10]2[CH:9]=[CH:8][CH:7]=[C:6](C(O)=O)[C:5]=2[CH:4]=[CH:3][CH:2]=1.CC[N:16]([CH:20](C)C)C(C)C.C1C=CC(P(N=[N+]=[N-])(C2C=CC=CC=2)=[O:30])=CC=1.Cl.[F:41][C:42]([F:62])([F:61])[C:43]1[CH:48]=[CH:47][C:46]([C@@H:49]([C:51]2[C:56]([C:57]([F:60])([F:59])[F:58])=[CH:55][CH:54]=[CH:53][N:52]=2)[NH2:50])=[CH:45][CH:44]=1, predict the reaction product. The product is: [N:1]1[C:10]2[C:5](=[C:6]([NH:16][C:20]([NH:50][C@@H:49]([C:46]3[CH:45]=[CH:44][C:43]([C:42]([F:61])([F:41])[F:62])=[CH:48][CH:47]=3)[C:51]3[C:56]([C:57]([F:60])([F:58])[F:59])=[CH:55][CH:54]=[CH:53][N:52]=3)=[O:30])[CH:7]=[CH:8][CH:9]=2)[CH:4]=[CH:3][CH:2]=1. (3) Given the reactants [BH4-].[Na+].[F:3][C:4]1[CH:9]=[CH:8][C:7]([C:10](=[O:31])[CH:11]([CH2:17][C:18]2[CH:23]=[CH:22][CH:21]=[C:20]([O:24][C:25]3[CH:30]=[CH:29][CH:28]=[CH:27][CH:26]=3)[CH:19]=2)[C:12]([O:14][CH2:15][CH3:16])=[O:13])=[CH:6][CH:5]=1.Cl, predict the reaction product. The product is: [F:3][C:4]1[CH:9]=[CH:8][C:7]([CH:10]([OH:31])[CH:11]([CH2:17][C:18]2[CH:23]=[CH:22][CH:21]=[C:20]([O:24][C:25]3[CH:30]=[CH:29][CH:28]=[CH:27][CH:26]=3)[CH:19]=2)[C:12]([O:14][CH2:15][CH3:16])=[O:13])=[CH:6][CH:5]=1. (4) Given the reactants Br[C:2]1[CH:20]=[CH:19][C:5]2[N:6]=[C:7]([C@H:9]3[CH2:12][C@H:11]([N:13]4[CH2:17][CH2:16][CH2:15][C@H:14]4[CH3:18])[CH2:10]3)[S:8][C:4]=2[CH:3]=1.[CH3:21][N:22]1[CH:26]=[C:25](B2OC(C)(C)C(C)(C)O2)[CH:24]=[N:23]1.N1C=C(B(O)O)C=N[CH:37]=1, predict the reaction product. The product is: [N:13]1([C@H:11]2[CH2:12][C@H:9]([C:7]3[S:8][C:4]4[CH:3]=[C:2]([C:25]5[CH:24]=[N:23][N:22]([CH3:21])[CH:26]=5)[CH:20]=[CH:19][C:5]=4[N:6]=3)[CH2:10]2)[CH2:17][CH2:16][CH2:15][CH2:14][CH2:18][CH2:37]1. (5) Given the reactants [Br:1][CH2:2][C:3]([C:5]1[CH:10]=[CH:9][C:8]([NH:11][C:12](=[O:14])[CH3:13])=[CH:7][CH:6]=1)=[O:4].[BH4-].[Na+], predict the reaction product. The product is: [Br:1][CH2:2][CH:3]([C:5]1[CH:10]=[CH:9][C:8]([NH:11][C:12](=[O:14])[CH3:13])=[CH:7][CH:6]=1)[OH:4]. (6) Given the reactants F[C:2](F)(F)[C:3]([OH:5])=O.COC1C=CC([CH2:14][N:15]2[CH:19]=[C:18]([C:20]3[CH:21]=[C:22]4[N:27]([C:28]5[CH:29]=[C:30]([CH:32]=[CH:33][C:34]=5[CH3:35])[NH2:31])[CH:26]=[CH:25][N:23]4[N:24]=3)[CH:17]=[N:16]2)=CC=1.F[C:39](F)(F)C(O)=O.[CH3:45][N:46]1[CH2:51][CH2:50][N:49]([C:52]2[CH:53]=[C:54]([CH:58]=[C:59]([S:61]([F:66])([F:65])([F:64])([F:63])[F:62])[CH:60]=2)[C:55]([OH:57])=O)[CH2:48][CH2:47]1.CN(C(ON1N=N[C:77]2[CH:78]=[CH:79]C=N[C:76]1=2)=[N+](C)C)C.F[P-](F)(F)(F)(F)F.C(N(CC)C(C)C)(C)C.[OH-].[Na+], predict the reaction product. The product is: [CH3:39][O:5][C:3]1[CH:2]=[CH:79][C:78]([CH2:14][N:15]2[CH:19]=[C:18]([C:20]3[CH:21]=[C:22]4[N:27]([C:28]5[CH:29]=[C:30]([NH:31][C:55](=[O:57])[C:54]6[CH:58]=[C:59]([S:61]([F:62])([F:63])([F:65])([F:64])[F:66])[CH:60]=[C:52]([N:49]7[CH2:48][CH2:47][N:46]([CH3:45])[CH2:51][CH2:50]7)[CH:53]=6)[CH:32]=[CH:33][C:34]=5[CH3:35])[CH:26]=[CH:25][N:23]4[N:24]=3)[CH:17]=[N:16]2)=[CH:77][CH:76]=1. (7) The product is: [Br:1][C:2]1[C:3]([Cl:13])=[N:4][CH:5]=[C:6]([Br:8])[CH:7]=1. Given the reactants [Br:1][C:2]1[C:3](OC)=[N:4][CH:5]=[C:6]([Br:8])[CH:7]=1.O=P(Cl)(Cl)[Cl:13], predict the reaction product. (8) The product is: [Cl:37][C:32]1[C:31]([CH3:38])=[N:30][C:29]2[N:34]([N:35]=[C:27]3[CH2:26][N:25]([C:23]([C:18]4[CH:19]=[CH:20][CH:21]=[CH:22][C:17]=4[O:16][CH2:15][CH:11]4[O:12][CH2:13][CH2:14][NH:9][CH2:10]4)=[O:24])[CH2:39][C:28]3=2)[C:33]=1[CH3:36]. Given the reactants Cl.C(OC([N:9]1[CH2:14][CH2:13][O:12][CH:11]([CH2:15][O:16][C:17]2[CH:22]=[CH:21][CH:20]=[CH:19][C:18]=2[C:23]([N:25]2[CH2:39][C:28]3=[C:29]4[N:34]([N:35]=[C:27]3[CH2:26]2)[C:33]([CH3:36])=[C:32]([Cl:37])[C:31]([CH3:38])=[N:30]4)=[O:24])[CH2:10]1)=O)(C)(C)C.O, predict the reaction product. (9) Given the reactants [C:1]([O:5][C:6](=[O:27])[N:7]([CH3:26])[CH2:8][C:9]1[CH:14]=[CH:13][CH:12]=[CH:11][C:10]=1[S:15][Si](C(C)C)(C(C)C)C(C)C)([CH3:4])([CH3:3])[CH3:2].[F-].[NH4+].C1(P(C2C=CC=CC=2)C2C=CC=[CH:39][C:38]=2[O:43][C:44]2[CH:49]=[CH:48][CH:47]=[CH:46][C:45]=2P(C2C=CC=CC=2)C2C=CC=CC=2)C=CC=CC=1.CC(C)([O-])C.[Na+].BrC1C2C=CC=CC=2OC=1, predict the reaction product. The product is: [C:1]([O:5][C:6](=[O:27])[N:7]([CH2:8][C:9]1[CH:14]=[CH:13][CH:12]=[CH:11][C:10]=1[S:15][C:39]1[C:49]2[CH:48]=[CH:47][CH:46]=[CH:45][C:44]=2[O:43][CH:38]=1)[CH3:26])([CH3:2])([CH3:3])[CH3:4].